Dataset: Full USPTO retrosynthesis dataset with 1.9M reactions from patents (1976-2016). Task: Predict the reactants needed to synthesize the given product. (1) The reactants are: [Br:1][CH:2]1[C:6](=[O:7])[C:5]2[CH:8]=[CH:9][C:10]([O:12][CH2:13][CH2:14][Cl:15])=[CH:11][C:4]=2[O:3]1.FC(F)(F)S(O[Si:22]([C:25]([CH3:28])([CH3:27])[CH3:26])([CH3:24])[CH3:23])(=O)=O. Given the product [Br:1][C:2]1[O:3][C:4]2[CH:11]=[C:10]([O:12][CH2:13][CH2:14][Cl:15])[CH:9]=[CH:8][C:5]=2[C:6]=1[O:7][Si:22]([C:25]([CH3:28])([CH3:27])[CH3:26])([CH3:24])[CH3:23], predict the reactants needed to synthesize it. (2) Given the product [CH2:1]([N:8]1[C:13](=[O:14])[CH:12]=[CH:11][CH:10]=[C:9]1[C:15]([NH:18][C@@H:19]([CH2:27][CH2:28][CH2:29][NH:30][C:31]([NH:33][S:34]([C:37]1[C:38]([CH3:51])=[C:39]2[C:44](=[C:45]([CH3:48])[C:46]=1[CH3:47])[O:43][C:42]([CH3:50])([CH3:49])[CH2:41][CH2:40]2)(=[O:35])=[O:36])=[NH:32])[C:20]([O:22][C:23]([CH3:24])([CH3:25])[CH3:26])=[O:21])=[O:17])[C:2]1[CH:3]=[CH:4][CH:5]=[CH:6][CH:7]=1, predict the reactants needed to synthesize it. The reactants are: [CH2:1]([N:8]1[C:13](=[O:14])[CH:12]=[CH:11][CH:10]=[C:9]1[C:15]([OH:17])=O)[C:2]1[CH:7]=[CH:6][CH:5]=[CH:4][CH:3]=1.[NH2:18][C@@H:19]([CH2:27][CH2:28][CH2:29][NH:30][C:31]([NH:33][S:34]([C:37]1[C:38]([CH3:51])=[C:39]2[C:44](=[C:45]([CH3:48])[C:46]=1[CH3:47])[O:43][C:42]([CH3:50])([CH3:49])[CH2:41][CH2:40]2)(=[O:36])=[O:35])=[NH:32])[C:20]([O:22][C:23]([CH3:26])([CH3:25])[CH3:24])=[O:21].CN(C(ON1N=NC2C=CC=CC1=2)=[N+](C)C)C.F[P-](F)(F)(F)(F)F.CCN(C(C)C)C(C)C. (3) Given the product [F:1][C:2]([CH3:34])([CH3:33])[CH2:3][N:4]1[CH2:9][CH2:8][CH:7]([CH2:10][N:11]([CH3:37])[C:12]2[CH:13]=[CH:14][C:15]([C:18]3[CH:23]=[CH:22][C:21]([C:24]([N:26]4[CH2:31][CH2:30][CH2:29][C@@H:28]([OH:32])[CH2:27]4)=[O:25])=[CH:20][CH:19]=3)=[CH:16][CH:17]=2)[CH2:6][CH2:5]1, predict the reactants needed to synthesize it. The reactants are: [F:1][C:2]([CH3:34])([CH3:33])[CH2:3][N:4]1[CH2:9][CH2:8][CH:7]([CH2:10][NH:11][C:12]2[CH:17]=[CH:16][C:15]([C:18]3[CH:23]=[CH:22][C:21]([C:24]([N:26]4[CH2:31][CH2:30][CH2:29][C@@H:28]([OH:32])[CH2:27]4)=[O:25])=[CH:20][CH:19]=3)=[CH:14][CH:13]=2)[CH2:6][CH2:5]1.C=O.[C:37](O)(=O)C.[BH3-]C#N.[Na+]. (4) Given the product [Cl:20][C:15]1[CH:14]=[C:13]2[C:12]([O:11][CH:10]([C:21]([N:23]3[CH2:28][CH2:27][C:26]([CH2:29][C:30]4[CH:35]=[CH:34][C:33]([F:36])=[CH:32][CH:31]=4)([C:37]#[N:38])[CH2:25][CH2:24]3)=[O:22])[CH2:9][NH:8]2)=[C:17]2[N:18]=[C:40]([CH3:41])[NH:19][C:16]=12, predict the reactants needed to synthesize it. The reactants are: C(OC([N:8]1[C:13]2[CH:14]=[C:15]([Cl:20])[C:16]([NH2:19])=[C:17]([NH2:18])[C:12]=2[O:11][CH:10]([C:21]([N:23]2[CH2:28][CH2:27][C:26]([C:37]#[N:38])([CH2:29][C:30]3[CH:35]=[CH:34][C:33]([F:36])=[CH:32][CH:31]=3)[CH2:25][CH2:24]2)=[O:22])[CH2:9]1)=O)(C)(C)C.Cl.[C:40](OC(=O)C)(=O)[CH3:41]. (5) Given the product [CH2:1]([O:3][C:4]([C:6]1[C:14]2[C:9](=[CH:10][CH:11]=[C:12]([O:15][C:50]3[CH:51]=[CH:52][C:47]([C:46]([F:57])([F:56])[F:45])=[CH:48][CH:49]=3)[CH:13]=2)[N:8]([C:16]2[CH:21]=[CH:20][C:19]([O:22][CH:23]([CH3:24])[CH3:25])=[CH:18][CH:17]=2)[C:7]=1[CH2:26][C:27]([O:29][CH2:30][CH3:31])=[O:28])=[O:5])[CH3:2], predict the reactants needed to synthesize it. The reactants are: [CH2:1]([O:3][C:4]([C:6]1[C:14]2[C:9](=[CH:10][CH:11]=[C:12]([OH:15])[CH:13]=2)[N:8]([C:16]2[CH:21]=[CH:20][C:19]([O:22][CH:23]([CH3:25])[CH3:24])=[CH:18][CH:17]=2)[C:7]=1[CH2:26][C:27]([O:29][CH2:30][CH3:31])=[O:28])=[O:5])[CH3:2].CCN(CC)CC.N1C=CC=CC=1.[F:45][C:46]([F:57])([F:56])[C:47]1[CH:52]=[CH:51][C:50](B(O)O)=[CH:49][CH:48]=1. (6) Given the product [CH2:34]([N:38]1[C:42]2[CH:43]=[CH:44][C:45](/[CH:47]=[CH:2]/[O:3][CH3:4])=[CH:46][C:41]=2[O:40][C:39]1=[O:49])[CH2:35][CH:36]=[CH2:37], predict the reactants needed to synthesize it. The reactants are: [Cl-].[CH3:2][O:3][CH2:4][P+](C1C=CC=CC=1)(C1C=CC=CC=1)C1C=CC=CC=1.C[Si]([N-][Si](C)(C)C)(C)C.[Li+].[CH2:34]([N:38]1[C:42]2[CH:43]=[CH:44][C:45]([CH:47]=O)=[CH:46][C:41]=2[O:40][C:39]1=[O:49])[CH2:35][CH:36]=[CH2:37].[Cl-].[NH4+]. (7) Given the product [Br:1][CH2:2][CH2:3][CH2:4][CH2:5][CH2:6][C:7]1[CH:8]=[CH:9][C:10]([O:13][CH2:20][C:21]2[CH:26]=[CH:25][CH:24]=[CH:23][CH:22]=2)=[CH:11][CH:12]=1, predict the reactants needed to synthesize it. The reactants are: [Br:1][CH2:2][CH2:3][CH2:4][CH2:5][CH2:6][C:7]1[CH:12]=[CH:11][C:10]([OH:13])=[CH:9][CH:8]=1.C([O-])([O-])=O.[K+].[K+].[CH2:20](Br)[C:21]1[CH:26]=[CH:25][CH:24]=[CH:23][CH:22]=1. (8) Given the product [OH:17][N:18]=[C:10]1[CH2:11][CH2:12][CH:9]1[C:4]1[CH:5]=[CH:6][CH:7]=[CH:8][C:3]=1[C:2]([F:15])([F:14])[F:1], predict the reactants needed to synthesize it. The reactants are: [F:1][C:2]([F:15])([F:14])[C:3]1[CH:8]=[CH:7][CH:6]=[CH:5][C:4]=1[CH:9]1[CH2:12][CH2:11][C:10]1=O.Cl.[OH:17][NH2:18].C([O-])([O-])=O.[K+].[K+]. (9) Given the product [NH2:17][C@@H:13]([CH:10]1[CH2:11][CH2:12][CH2:7][CH2:8][CH2:9]1)[CH2:14][OH:15], predict the reactants needed to synthesize it. The reactants are: [H-].[H-].[H-].[H-].[Li+].[Al+3].[CH2:7]1[CH2:12][CH2:11][CH:10]([C@H:13]([NH2:17])[C:14](O)=[O:15])[CH2:9][CH2:8]1.O.[OH-].[Na+].